Task: Predict the reaction yield, written as a fraction of the theoretical maximum amount of product (1.0 means a 100% yield; for example, 0.34 means a 34% yield).. Dataset: Reaction yield outcomes from USPTO patents with 853,638 reactions (1) The reactants are [Br:1][C:2]1[CH:3]=[C:4]([NH:9][C:10](=[O:14])[CH:11]=NO)[CH:5]=[CH:6][C:7]=1[F:8].S(=O)(=O)(O)[OH:16]. No catalyst specified. The product is [Br:1][C:2]1[CH:3]=[C:4]2[C:5]([C:11](=[O:16])[C:10](=[O:14])[NH:9]2)=[CH:6][C:7]=1[F:8]. The yield is 0.800. (2) The reactants are [C:1]([NH:4][C@@H:5]1[C@@:14]([CH2:16][C:17]2[CH:22]=[CH:21][CH:20]=[CH:19][CH:18]=2)([OH:15])[C@H:13]([O:23][CH2:24][C:25]2[CH:30]=[CH:29][CH:28]=[CH:27][CH:26]=2)[C@@H:12]([CH2:31][O:32]C(C2C=CC=CC=2)(C2C=CC=CC=2)C2C=CC=CC=2)[O:11][CH:6]1[O:7][CH2:8][CH:9]=[CH2:10])(=[O:3])[CH3:2].C1(C)C=CC(S(O)(=O)=O)=CC=1. The catalyst is CO.ClCCl. The product is [C:1]([NH:4][C@@H:5]1[C@@:14]([CH2:16][C:17]2[CH:18]=[CH:19][CH:20]=[CH:21][CH:22]=2)([OH:15])[C@H:13]([O:23][CH2:24][C:25]2[CH:26]=[CH:27][CH:28]=[CH:29][CH:30]=2)[C@@H:12]([CH2:31][OH:32])[O:11][CH:6]1[O:7][CH2:8][CH:9]=[CH2:10])(=[O:3])[CH3:2]. The yield is 0.620.